Dataset: Forward reaction prediction with 1.9M reactions from USPTO patents (1976-2016). Task: Predict the product of the given reaction. (1) Given the reactants [CH3:1][C:2]1[C:3]([OH:18])=[CH:4][N:5]2[C:10]=1[C:9]([O:11][C:12]1[CH:17]=[CH:16][CH:15]=[CH:14][CH:13]=1)=[N:8][CH:7]=[N:6]2.[C:36]1(P([C:32]2[CH:37]=[CH:36][CH:35]=[CH:34]C=2)[C:36]2[CH:37]=[CH:32]C=[CH:34][CH:35]=2)[CH:37]=[CH:32]C=[CH:34][CH:35]=1.CCOC(/[N:43]=N/C(OCC)=O)=O.O1C[CH2:53][CH2:52][CH2:51]1, predict the reaction product. The product is: [CH3:1][C:2]1[C:3]([O:18][CH2:51][CH2:52][CH2:53][N:43]2[CH2:34][CH2:35][CH2:36][CH2:37][CH2:32]2)=[CH:4][N:5]2[C:10]=1[C:9]([O:11][C:12]1[CH:17]=[CH:16][CH:15]=[CH:14][CH:13]=1)=[N:8][CH:7]=[N:6]2. (2) The product is: [CH:1]12[CH2:7][CH:4]([CH:5]=[CH:6]1)[CH2:3][CH:2]2[C:8]([O:10][C:11]([CH3:14])([CH3:13])[CH3:12])=[O:9].[CH:15]12[CH2:21][CH:18]([CH:19]=[CH:20]1)[CH2:17][CH:16]2[C:22]([O:24][CH2:25][CH2:26][OH:27])=[O:23].[CH:28]12[CH2:34][CH:31]([CH:32]=[CH:33]1)[CH2:30][CH:29]2[C:35]([OH:37])=[O:36].[C:41]1(=[O:42])[O:43][C:38](=[O:44])[CH:39]=[CH:40]1. Given the reactants [CH:1]12[CH2:7][CH:4]([CH:5]=[CH:6]1)[CH2:3][CH:2]2[C:8]([O:10][C:11]([CH3:14])([CH3:13])[CH3:12])=[O:9].[CH:15]12[CH2:21][CH:18]([CH:19]=[CH:20]1)[CH2:17][CH:16]2[C:22]([O:24][CH2:25][CH2:26][OH:27])=[O:23].[CH:28]12[CH2:34][CH:31]([CH:32]=[CH:33]1)[CH2:30][CH:29]2[C:35]([OH:37])=[O:36].[C:38]1(=[O:44])[O:43][C:41](=[O:42])[CH:40]=[CH:39]1.N(C(C)(C)C#N)=NC(C)(C)C#N, predict the reaction product.